This data is from Full USPTO retrosynthesis dataset with 1.9M reactions from patents (1976-2016). The task is: Predict the reactants needed to synthesize the given product. (1) Given the product [CH2:1]([N:4]1[C:9](=[O:10])[O:11][NH:16][C:5]1=[O:6])[CH:2]=[CH2:3], predict the reactants needed to synthesize it. The reactants are: [CH2:1]([N:4]=[C:5]=[O:6])[CH:2]=[CH2:3].ON[C:9]([O:11]CC)=[O:10].C([N:16](CC)CC)C. (2) Given the product [Br:1][C:2]1[C:11]2[C:6](=[CH:7][CH:8]=[CH:9][C:10]=2[NH2:12])[CH:5]=[N:4][CH:3]=1, predict the reactants needed to synthesize it. The reactants are: [Br:1][C:2]1[C:11]2[C:6](=[CH:7][CH:8]=[CH:9][CH:10]=2)[CH:5]=[N:4][CH:3]=1.[N+:12]([O-])([O-])=O.[K+].CCCCCC.N.